This data is from Reaction yield outcomes from USPTO patents with 853,638 reactions. The task is: Predict the reaction yield, written as a fraction of the theoretical maximum amount of product (1.0 means a 100% yield; for example, 0.34 means a 34% yield). (1) The reactants are [CH3:1][O:2][C:3]([C:5]1[CH:6]=[C:7]([Cl:30])[CH:8]=[C:9]2[C:14]=1[NH:13][CH:12]([C:15]1[CH:20]=[CH:19][CH:18]=[C:17]([NH:21][C:22]([C:25](O)=[O:26])([CH3:24])[CH3:23])[CH:16]=1)[C:11]([CH3:29])([CH3:28])[CH2:10]2)=[O:4].Cl.[CH3:32][N:33](C)CCCN=C=NCC.CN.C(N(CC)CC)C. The catalyst is CN(C)C1C=CN=CC=1.O1CCCC1.ClCCl. The product is [CH3:1][O:2][C:3]([C:5]1[CH:6]=[C:7]([Cl:30])[CH:8]=[C:9]2[C:14]=1[NH:13][CH:12]([C:15]1[CH:20]=[CH:19][CH:18]=[C:17]([NH:21][C:22]([CH3:24])([C:25](=[O:26])[NH:33][CH3:32])[CH3:23])[CH:16]=1)[C:11]([CH3:28])([CH3:29])[CH2:10]2)=[O:4]. The yield is 1.00. (2) The reactants are [F:1][C:2]([CH3:12])([CH3:11])[C:3]([C:5]1[CH:6]=[N:7][CH:8]=[CH:9][CH:10]=1)=[O:4].[BH4-].[Na+]. The catalyst is CO. The product is [F:1][C:2]([CH3:12])([CH3:11])[CH:3]([C:5]1[CH:6]=[N:7][CH:8]=[CH:9][CH:10]=1)[OH:4]. The yield is 0.890. (3) The reactants are [BH4-].[Na+].[ClH:3].[CH3:4][O:5][C:6]1[CH:7]=[C:8]([CH:24]=[CH:25][C:26]=1[O:27][CH3:28])[CH2:9][CH2:10][O:11][C@H:12]1[CH2:17][CH2:16][CH2:15][CH2:14][C@@H:13]1[N:18]1[CH2:22][CH2:21][C:20](=[O:23])[CH2:19]1.Cl. The catalyst is C(O)(C)C. The product is [ClH:3].[CH3:4][O:5][C:6]1[CH:7]=[C:8]([CH:24]=[CH:25][C:26]=1[O:27][CH3:28])[CH2:9][CH2:10][O:11][C@H:12]1[CH2:17][CH2:16][CH2:15][CH2:14][C@@H:13]1[N:18]1[CH2:22][CH2:21][CH:20]([OH:23])[CH2:19]1. The yield is 0.360. (4) The reactants are [CH2:1]([O:3][CH:4]([O:8][CH2:9][CH3:10])[CH2:5][CH2:6][OH:7])[CH3:2].[H-].[Na+].Br[CH2:14][C:15]([CH3:17])=[CH2:16]. The catalyst is C1COCC1. The product is [CH2:1]([O:3][CH:4]([O:8][CH2:9][CH3:10])[CH2:5][CH2:6][O:7][CH2:16][C:15]([CH3:17])=[CH2:14])[CH3:2]. The yield is 0.500. (5) The reactants are [OH:1][C@@:2]([C:32]1[CH:41]=[CH:40][C:39]2[C:34](=[CH:35][CH:36]=[C:37]([C:42]([NH:44][CH3:45])=[O:43])[CH:38]=2)[CH:33]=1)([C:8]1[N:9]=[CH:10][N:11]([C:13]([C:26]2[CH:31]=[CH:30][CH:29]=[CH:28][CH:27]=2)([C:20]2[CH:25]=[CH:24][CH:23]=[CH:22][CH:21]=2)[C:14]2[CH:19]=[CH:18][CH:17]=[CH:16][CH:15]=2)[CH:12]=1)[CH2:3][C:4](OC)=[O:5].O.Cl. The catalyst is C(OCC)(=O)C. The product is [OH:1][C@@:2]([C:32]1[CH:33]=[C:34]2[C:39](=[CH:40][CH:41]=1)[CH:38]=[C:37]([C:42]([NH:44][CH3:45])=[O:43])[CH:36]=[CH:35]2)([C:8]1[N:9]=[CH:10][N:11]([C:13]([C:20]2[CH:25]=[CH:24][CH:23]=[CH:22][CH:21]=2)([C:26]2[CH:27]=[CH:28][CH:29]=[CH:30][CH:31]=2)[C:14]2[CH:19]=[CH:18][CH:17]=[CH:16][CH:15]=2)[CH:12]=1)[CH2:3][CH2:4][OH:5]. The yield is 0.900.